This data is from Forward reaction prediction with 1.9M reactions from USPTO patents (1976-2016). The task is: Predict the product of the given reaction. (1) Given the reactants Br[C:2]1[C:7]2[NH:8][C:9]([N:11]3[CH2:16][CH2:15][N:14]([C:17]4[N:22]=[CH:21][C:20]([CH2:23][OH:24])=[CH:19][C:18]=4[Cl:25])[CH2:13][C@H:12]3[CH3:26])=[N:10][C:6]=2[CH:5]=[C:4]([C:27]([F:30])([F:29])[F:28])[CH:3]=1.[F:31][C:32]1[C:37]([F:38])=[C:36]([F:39])[C:35](B(O)O)=[CH:34][CH:33]=1, predict the reaction product. The product is: [Cl:25][C:18]1[CH:19]=[C:20]([CH2:23][OH:24])[CH:21]=[N:22][C:17]=1[N:14]1[CH2:15][CH2:16][N:11]([C:9]2[NH:8][C:7]3[C:2]([C:34]4[CH:33]=[C:32]([F:31])[C:37]([F:38])=[C:36]([F:39])[CH:35]=4)=[CH:3][C:4]([C:27]([F:28])([F:30])[F:29])=[CH:5][C:6]=3[N:10]=2)[C@H:12]([CH3:26])[CH2:13]1. (2) Given the reactants [CH2:1]([O:8][C:9](=[O:15])[C@@H:10]([CH:12]([CH3:14])[CH3:13])[NH2:11])[C:2]1[CH:7]=[CH:6][CH:5]=[CH:4][CH:3]=1.C(O[BH-](O[C:26](=[O:28])[CH3:27])OC(=O)C)(=O)C.[Na+], predict the reaction product. The product is: [CH2:1]([O:8][C:9](=[O:15])[C@H:10]([NH:11][CH2:14][C:12]1[CH:13]=[CH:27][C:26]2[O:28][CH2:1][O:8][C:9]=2[CH:10]=1)[CH:12]([CH3:13])[CH3:14])[C:2]1[CH:7]=[CH:6][CH:5]=[CH:4][CH:3]=1. (3) Given the reactants [CH2:1]([O:3][C:4]1[CH:9]=[C:8]([F:10])[CH:7]=[C:6]([F:11])[CH:5]=1)[CH3:2].CN(C)CCN(C)CCN(C)C.[Li]CCCC.[CH2:29]([O:31][C:32](=[O:35])[CH:33]=[O:34])[CH3:30], predict the reaction product. The product is: [CH2:29]([O:31][C:32](=[O:35])[CH:33]([C:7]1[C:6]([F:11])=[CH:5][C:4]([O:3][CH2:1][CH3:2])=[CH:9][C:8]=1[F:10])[OH:34])[CH3:30]. (4) Given the reactants [C:1]([C:3]1[C:12]2[C:7](=[CH:8][CH:9]=[CH:10][CH:11]=2)[C:6](F)=[CH:5][CH:4]=1)#[N:2].[NH:14]1[CH2:19][CH2:18][CH2:17][CH:16]([CH2:20][NH:21][C:22](=[O:28])[O:23][C:24]([CH3:27])([CH3:26])[CH3:25])[CH2:15]1.C1CCN2C(=NCCC2)CC1, predict the reaction product. The product is: [C:24]([O:23][C:22](=[O:28])[NH:21][CH2:20][CH:16]1[CH2:17][CH2:18][CH2:19][N:14]([C:6]2[C:7]3[C:12](=[CH:11][CH:10]=[CH:9][CH:8]=3)[C:3]([C:1]#[N:2])=[CH:4][CH:5]=2)[CH2:15]1)([CH3:27])([CH3:25])[CH3:26]. (5) Given the reactants [F:1][C:2]1[CH:10]=[CH:9][CH:8]=[C:7]([O:11][CH2:12][CH:13]([CH3:15])[CH3:14])[C:3]=1[CH:4]=[N:5][OH:6].[Cl:16]N1C(=O)CCC1=O, predict the reaction product. The product is: [F:1][C:2]1[CH:10]=[CH:9][CH:8]=[C:7]([O:11][CH2:12][CH:13]([CH3:15])[CH3:14])[C:3]=1[C:4]([Cl:16])=[N:5][OH:6]. (6) Given the reactants [Br:1][C:2]1[CH:3]=[N:4][C:5]2[C:10]([CH:11]=1)=[CH:9][C:8]([C:12]1[CH2:16][C:15]([CH:21]=[CH2:22])([C:17]([O:19]C)=[O:18])[O:14][N:13]=1)=[CH:7][CH:6]=2.O.[OH-].[Li+], predict the reaction product. The product is: [Br:1][C:2]1[CH:3]=[N:4][C:5]2[C:10]([CH:11]=1)=[CH:9][C:8]([C:12]1[CH2:16][C:15]([CH:21]=[CH2:22])([C:17]([OH:19])=[O:18])[O:14][N:13]=1)=[CH:7][CH:6]=2. (7) Given the reactants [CH3:1][C:2]1[N:7]=[C:6]([CH:8]=[O:9])[CH:5]=[CH:4][CH:3]=1.C[Si]([C:14]#[N:15])(C)C.[H-].[Al+3].[Li+].[H-].[H-].[H-].[OH-].[Na+], predict the reaction product. The product is: [NH2:15][CH2:14][CH:8]([C:6]1[CH:5]=[CH:4][CH:3]=[C:2]([CH3:1])[N:7]=1)[OH:9]. (8) Given the reactants [NH2:1][CH:2]([C:10]1[CH:15]=[CH:14][CH:13]=[CH:12][CH:11]=1)[CH:3]1[CH2:8][CH2:7][CH:6]([OH:9])[CH2:5][CH2:4]1.[Cl:16][C:17]1[CH:26]=[C:25]2[C:20]([CH:21]=[CH:22][N:23]=[C:24]2[O:27]C)=[CH:19][C:18]=1F.Cl, predict the reaction product. The product is: [NH2:1][CH:2]([C:10]1[CH:11]=[CH:12][CH:13]=[CH:14][CH:15]=1)[CH:3]1[CH2:4][CH2:5][CH:6]([O:9][C:18]2[CH:19]=[C:20]3[C:25](=[CH:26][C:17]=2[Cl:16])[C:24](=[O:27])[NH:23][CH:22]=[CH:21]3)[CH2:7][CH2:8]1.